This data is from hERG potassium channel inhibition data for cardiac toxicity prediction from Karim et al.. The task is: Regression/Classification. Given a drug SMILES string, predict its toxicity properties. Task type varies by dataset: regression for continuous values (e.g., LD50, hERG inhibition percentage) or binary classification for toxic/non-toxic outcomes (e.g., AMES mutagenicity, cardiotoxicity, hepatotoxicity). Dataset: herg_karim. (1) The result is 0 (non-blocker). The compound is COc1ccccc1CC(c1ccc(F)cc1)N1CCNCC1. (2) The molecule is OCC1CCCN(CCCC2CCCc3ccc(OCc4ccc(-c5ccccc5F)cn4)cc32)C1. The result is 1 (blocker). (3) The compound is CCN(C(=O)Cc1ccc(S(C)(=O)=O)cc1)C1CCN(CC[C@@H](c2cccc(OC)c2)C2CCN(S(C)(=O)=O)CC2)CC1. The result is 0 (non-blocker). (4) The compound is CN(C)C(=O)c1ccc(C(=C2CCN(Cc3cscn3)CC2)c2ccccn2)cc1. The result is 0 (non-blocker).